This data is from Catalyst prediction with 721,799 reactions and 888 catalyst types from USPTO. The task is: Predict which catalyst facilitates the given reaction. (1) Reactant: [CH3:1][O:2][C:3]1[CH:12]=[CH:11][C:10]2[C:5](=[CH:6][CH:7]=[C:8]([C:30]3[CH:35]=[CH:34][C:33]([O:36][CH2:37][C:38]4[CH:43]=[CH:42][CH:41]=[CH:40][CH:39]=4)=[CH:32][C:31]=3O)[C:9]=2[CH:13]([OH:29])[C:14]2[CH:19]=[CH:18][C:17]([O:20][CH2:21][CH2:22][N:23]3[CH2:28][CH2:27][CH2:26][CH2:25][CH2:24]3)=[CH:16][CH:15]=2)[CH:4]=1.Cl. Product: [CH2:37]([O:36][C:33]1[CH:34]=[C:35]2[C:30](=[CH:31][CH:32]=1)[C:8]1[C:9](=[C:10]3[C:5](=[CH:6][CH:7]=1)[CH:4]=[C:3]([O:2][CH3:1])[CH:12]=[CH:11]3)[CH:13]([C:14]1[CH:19]=[CH:18][C:17]([O:20][CH2:21][CH2:22][N:23]3[CH2:28][CH2:27][CH2:26][CH2:25][CH2:24]3)=[CH:16][CH:15]=1)[O:29]2)[C:38]1[CH:43]=[CH:42][CH:41]=[CH:40][CH:39]=1. The catalyst class is: 1. (2) Reactant: [F:1][C:2]1[CH:3]=[C:4]([CH:40]=[CH:41][CH:42]=1)[CH2:5][N:6]1[CH:10]=[C:9]([C:11]2[C:19]3[C:14](=[N:15][CH:16]=[C:17]([C:20]4[CH:21]=[C:22]([N:26]5[CH2:31][CH2:30][N:29](C(OC(C)(C)C)=O)[CH2:28][CH2:27]5)[CH:23]=[CH:24][CH:25]=4)[CH:18]=3)[NH:13][CH:12]=2)[C:8]([CH3:39])=[N:7]1.Cl. Product: [F:1][C:2]1[CH:3]=[C:4]([CH:40]=[CH:41][CH:42]=1)[CH2:5][N:6]1[CH:10]=[C:9]([C:11]2[C:19]3[C:14](=[N:15][CH:16]=[C:17]([C:20]4[CH:25]=[CH:24][CH:23]=[C:22]([N:26]5[CH2:31][CH2:30][NH:29][CH2:28][CH2:27]5)[CH:21]=4)[CH:18]=3)[NH:13][CH:12]=2)[C:8]([CH3:39])=[N:7]1. The catalyst class is: 5.